Dataset: Catalyst prediction with 721,799 reactions and 888 catalyst types from USPTO. Task: Predict which catalyst facilitates the given reaction. Reactant: [Cl:1][C:2]1[CH:3]=[C:4]([C@H:9]2[C:18]3[C:13](=[CH:14][CH:15]=[CH:16][CH:17]=3)[CH:12](O)[CH:11]([CH:20]([NH:22][CH3:23])[CH3:21])[CH2:10]2)[CH:5]=[CH:6][C:7]=1[Cl:8].C(O)(C(F)(F)F)=O. Product: [Cl:1][C:2]1[CH:3]=[C:4]([C@H:9]2[C:18]3[C:13](=[CH:14][CH:15]=[CH:16][CH:17]=3)[CH:12]=[C:11]([CH:20]([NH:22][CH3:23])[CH3:21])[CH2:10]2)[CH:5]=[CH:6][C:7]=1[Cl:8]. The catalyst class is: 2.